Dataset: Peptide-MHC class II binding affinity with 134,281 pairs from IEDB. Task: Regression. Given a peptide amino acid sequence and an MHC pseudo amino acid sequence, predict their binding affinity value. This is MHC class II binding data. The peptide sequence is AAIHEMFVNTLQMSS. The MHC is DRB4_0101 with pseudo-sequence DRB4_0103. The binding affinity (normalized) is 0.602.